Dataset: Reaction yield outcomes from USPTO patents with 853,638 reactions. Task: Predict the reaction yield, written as a fraction of the theoretical maximum amount of product (1.0 means a 100% yield; for example, 0.34 means a 34% yield). (1) The reactants are [NH2:1][C:2]1[C:7]([F:8])=[C:6](Br)[N:5]=[C:4]([C:10]([O:12][CH3:13])=[O:11])[C:3]=1[Cl:14].[Cl:15][C:16]1[CH:21]=[CH:20][C:19](B2OCCCO2)=[C:18]([F:28])[C:17]=1[O:29][CH3:30].[F-].[K+]. The catalyst is C(#N)C.O. The product is [NH2:1][C:2]1[C:7]([F:8])=[C:6]([C:19]2[CH:20]=[CH:21][C:16]([Cl:15])=[C:17]([O:29][CH3:30])[C:18]=2[F:28])[N:5]=[C:4]([C:10]([O:12][CH3:13])=[O:11])[C:3]=1[Cl:14]. The yield is 0.720. (2) The reactants are Br[C:2]1[CH:11]=[CH:10][C:9]2[O:8][C@@H:7]3[CH2:12][CH2:13][O:14][C@H:15]([CH3:16])[C@H:6]3[C@:5]3([CH2:20][O:19][C:18]([NH2:21])=[N:17]3)[C:4]=2[CH:3]=1.BrC1C=CC2O[C@H]3CCO[C@@H](C)[C@@H]3[C@]3(COC(N)=N3)C=2C=1.[Cl:43][C:44]1[CH:45]=[C:46](B(O)O)[CH:47]=[N:48][CH:49]=1.C([O-])([O-])=O.[Na+].[Na+]. The catalyst is C1C=CC([P]([Pd]([P](C2C=CC=CC=2)(C2C=CC=CC=2)C2C=CC=CC=2)([P](C2C=CC=CC=2)(C2C=CC=CC=2)C2C=CC=CC=2)[P](C2C=CC=CC=2)(C2C=CC=CC=2)C2C=CC=CC=2)(C2C=CC=CC=2)C2C=CC=CC=2)=CC=1.O1CCOCC1. The product is [Cl:43][C:44]1[CH:45]=[C:46]([C:2]2[CH:11]=[CH:10][C:9]3[O:8][C@@H:7]4[CH2:12][CH2:13][O:14][C@H:15]([CH3:16])[C@H:6]4[C@:5]4([CH2:20][O:19][C:18]([NH2:21])=[N:17]4)[C:4]=3[CH:3]=2)[CH:47]=[N:48][CH:49]=1. The yield is 0.0700. (3) The reactants are [C:1]([O:5][C:6]([N:8]1[CH2:12][CH:11]([NH:13]C(OCC[Si](C)(C)C)=O)[CH:10]([C:23](=[O:32])[NH:24][C:25]2[CH:30]=[CH:29][CH:28]=[C:27]([F:31])[CH:26]=2)[CH2:9]1)=[O:7])([CH3:4])([CH3:3])[CH3:2].CCCC[N+](CCCC)(CCCC)CCCC.[F-].O. The catalyst is CCOCC. The product is [NH2:13][CH:11]1[CH:10]([C:23](=[O:32])[NH:24][C:25]2[CH:30]=[CH:29][CH:28]=[C:27]([F:31])[CH:26]=2)[CH2:9][N:8]([C:6]([O:5][C:1]([CH3:4])([CH3:3])[CH3:2])=[O:7])[CH2:12]1. The yield is 0.604.